This data is from Forward reaction prediction with 1.9M reactions from USPTO patents (1976-2016). The task is: Predict the product of the given reaction. Given the reactants [S:1]1[CH:5]=[CH:4][N:3]=[C:2]1[C:6]1[CH:7]=[C:8]([CH:14]=[CH:15][CH:16]=1)[CH2:9][NH:10][CH:11]([CH3:13])[CH3:12].[N:17]([C:20]1[CH:25]=[CH:24][C:23]([O:26][C:27]([F:30])([F:29])[F:28])=[CH:22][CH:21]=1)=[C:18]=[O:19], predict the reaction product. The product is: [CH3:12][CH:11]([N:10]([CH2:9][C:8]1[CH:14]=[CH:15][CH:16]=[C:6]([C:2]2[S:1][CH:5]=[CH:4][N:3]=2)[CH:7]=1)[C:18]([NH:17][C:20]1[CH:25]=[CH:24][C:23]([O:26][C:27]([F:28])([F:29])[F:30])=[CH:22][CH:21]=1)=[O:19])[CH3:13].